From a dataset of Forward reaction prediction with 1.9M reactions from USPTO patents (1976-2016). Predict the product of the given reaction. (1) Given the reactants [Br:1][C:2]1[N:3]=[C:4]([CH:9]2[O:13][CH2:12][CH2:11][O:10]2)[N:5]([CH3:8])[C:6]=1Br.[Li]CCCC.O, predict the reaction product. The product is: [Br:1][C:2]1[N:3]=[C:4]([CH:9]2[O:13][CH2:12][CH2:11][O:10]2)[N:5]([CH3:8])[CH:6]=1. (2) Given the reactants [CH2:1]1[O:3][CH2:2]1.[CH3:4][O:5][N:6]=[C:7]1[C:11]2[CH:12]=[CH:13][CH:14]=[CH:15][C:10]=2[O:9][C:8]1=[N:16][OH:17].[OH-].[Na+], predict the reaction product. The product is: [CH3:4][O:5][N:6]=[C:7]1[C:11]2[CH:12]=[CH:13][CH:14]=[CH:15][C:10]=2[O:9][C:8]1=[N:16][O:17][CH2:1][CH2:2][OH:3]. (3) Given the reactants [O:1]=[C:2]1[CH2:7][CH2:6][CH:5]([C:8]([O:10]CC)=[O:9])[CH2:4][CH2:3]1.[OH-].[Na+], predict the reaction product. The product is: [O:1]=[C:2]1[CH2:7][CH2:6][CH:5]([C:8]([OH:10])=[O:9])[CH2:4][CH2:3]1. (4) Given the reactants [Br:1][C:2]1[CH:7]=[CH:6][C:5]([NH:8][C:9](=[S:35])[NH:10][C@H:11]([C:28]([O:30][C:31]([CH3:34])([CH3:33])[CH3:32])=[O:29])[CH2:12][C:13]2[CH:18]=[CH:17][C:16]([O:19][CH2:20][CH2:21][CH2:22][C:23]([O:25][CH2:26][CH3:27])=[O:24])=[CH:15][CH:14]=2)=[CH:4][CH:3]=1, predict the reaction product. The product is: [Br:1][C:2]1[CH:3]=[CH:4][C:5]2[N:8]=[C:9]([NH:10][C@H:11]([C:28]([O:30][C:31]([CH3:34])([CH3:33])[CH3:32])=[O:29])[CH2:12][C:13]3[CH:18]=[CH:17][C:16]([O:19][CH2:20][CH2:21][CH2:22][C:23]([O:25][CH2:26][CH3:27])=[O:24])=[CH:15][CH:14]=3)[S:35][C:6]=2[CH:7]=1. (5) Given the reactants FC(F)(F)S(O[C:7]1[C:8]([CH3:36])([CH3:35])[C@H:9]2[C@:22]([CH3:25])([CH2:23][CH:24]=1)[C@@H:21]1[C@:12]([CH3:34])([C@@:13]3([CH3:33])[C@H:18]([CH2:19][CH2:20]1)[C@H:17]1[C@H:26]([C:29]([CH3:31])=[CH2:30])[CH2:27][CH2:28][C@:16]1([NH2:32])[CH2:15][CH2:14]3)[CH2:11][CH2:10]2)(=O)=O.CC1(C)C(C)(C)OB([C:47]2[CH2:52][CH2:51][CH:50]([C:53]([O:55][CH3:56])=[O:54])[CH2:49][CH:48]=2)O1.O.C(=O)([O-])[O-].[Na+].[Na+], predict the reaction product. The product is: [NH2:32][C@:16]12[CH2:28][CH2:27][C@@H:26]([C:29]([CH3:31])=[CH2:30])[C@@H:17]1[C@@H:18]1[C@@:13]([CH3:33])([CH2:14][CH2:15]2)[C@@:12]2([CH3:34])[C@@H:21]([C@:22]3([CH3:25])[C@@H:9]([CH2:10][CH2:11]2)[C:8]([CH3:35])([CH3:36])[C:7]([C:47]2[CH2:52][CH2:51][CH:50]([C:53]([O:55][CH3:56])=[O:54])[CH2:49][CH:48]=2)=[CH:24][CH2:23]3)[CH2:20][CH2:19]1. (6) Given the reactants [CH3:1][N:2]1[CH2:6][CH2:5][CH2:4][C@H:3]1[C:7]1[N:11]2[CH:12]=[C:13]([O:16][C@H:17]3[C:26]4[C:21](=[CH:22][CH:23]=[CH:24][CH:25]=4)[C@@H:20]([NH2:27])[CH2:19][CH2:18]3)[CH:14]=[CH:15][C:10]2=[N:9][N:8]=1.[CH2:28]([O:30][C:31](=[O:56])[C:32]1[CH:37]=[CH:36][CH:35]=[C:34]([N:38]2[C:42]([NH:43][C:44](OCC(Cl)(Cl)Cl)=[O:45])=[CH:41][C:40]([C:52]([CH3:55])([CH3:54])[CH3:53])=[N:39]2)[CH:33]=1)[CH3:29].CCN(C(C)C)C(C)C, predict the reaction product. The product is: [CH2:28]([O:30][C:31](=[O:56])[C:32]1[CH:37]=[CH:36][CH:35]=[C:34]([N:38]2[C:42]([NH:43][C:44]([NH:27][C@@H:20]3[C:21]4[C:26](=[CH:25][CH:24]=[CH:23][CH:22]=4)[C@H:17]([O:16][C:13]4[CH:14]=[CH:15][C:10]5[N:11]([C:7]([C@@H:3]6[CH2:4][CH2:5][CH2:6][N:2]6[CH3:1])=[N:8][N:9]=5)[CH:12]=4)[CH2:18][CH2:19]3)=[O:45])=[CH:41][C:40]([C:52]([CH3:55])([CH3:54])[CH3:53])=[N:39]2)[CH:33]=1)[CH3:29]. (7) Given the reactants [CH:1]1[CH:2]=[CH:3][N:4]2[CH2:10][C:9]3[CH:11]=[CH:12][CH:13]=[CH:14][C:8]=3[N:7]([C:15]([C:17]3[CH:22]=[CH:21][C:20]([C:23]4[CH2:28][CH2:27][CH2:26][C:25](=[O:29])[CH:24]=4)=[C:19]([CH3:30])[CH:18]=3)=[O:16])[CH2:6][C:5]=12, predict the reaction product. The product is: [CH:1]1[CH:2]=[CH:3][N:4]2[CH2:10][C:9]3[CH:11]=[CH:12][CH:13]=[CH:14][C:8]=3[N:7]([C:15]([C:17]3[CH:22]=[CH:21][C:20]([C:23]4[CH2:28][CH2:27][CH2:26][CH:25]([OH:29])[CH:24]=4)=[C:19]([CH3:30])[CH:18]=3)=[O:16])[CH2:6][C:5]=12.